Dataset: Catalyst prediction with 721,799 reactions and 888 catalyst types from USPTO. Task: Predict which catalyst facilitates the given reaction. The catalyst class is: 6. Product: [Br:8][C:6]1[N:5]=[C:4]([C:9]([OH:11])=[O:10])[C:3]([O:13][CH2:14][C:15]2[CH:20]=[CH:19][CH:18]=[CH:17][CH:16]=2)=[C:2]([O:22][CH3:21])[CH:7]=1. Reactant: Br[C:2]1[CH:7]=[C:6]([Br:8])[N:5]=[C:4]([C:9]([O:11]C)=[O:10])[C:3]=1[O:13][CH2:14][C:15]1[CH:20]=[CH:19][CH:18]=[CH:17][CH:16]=1.[C:21](=O)([O-])[O-:22].[K+].[K+].CO.Cl.